From a dataset of Reaction yield outcomes from USPTO patents with 853,638 reactions. Predict the reaction yield, written as a fraction of the theoretical maximum amount of product (1.0 means a 100% yield; for example, 0.34 means a 34% yield). (1) The reactants are [OH:1][C:2]1[C:9]([OH:10])=[CH:8][CH:7]=[CH:6][C:3]=1[C:4]#[N:5].[H-].[Na+].CC1C=CC(S(O[CH2:24][CH2:25][O:26][CH2:27][CH2:28][O:29][CH3:30])(=O)=O)=CC=1. The catalyst is CS(C)=O. The product is [OH:1][C:2]1[C:9]([O:10][CH2:24][CH2:25][O:26][CH2:27][CH2:28][O:29][CH3:30])=[CH:8][CH:7]=[CH:6][C:3]=1[C:4]#[N:5]. The yield is 0.250. (2) The reactants are [O:1]=[C:2]1[CH:7]=[CH:6][N:5]([C:8]2[CH:13]=[CH:12][CH:11]=[C:10]([C:14]([F:17])([F:16])[F:15])[CH:9]=2)[N:4]=[C:3]1[C:18]([NH:20][NH2:21])=O.CO[C:24](OC)(N(C)C)[CH3:25].C(O)(=O)C.[NH2:35][C:36]1[CH:41]=[CH:40][CH:39]=[CH:38][CH:37]=1. The catalyst is C(#N)C. The product is [CH3:24][C:25]1[N:35]([C:36]2[CH:41]=[CH:40][CH:39]=[CH:38][CH:37]=2)[C:18]([C:3]2[C:2](=[O:1])[CH:7]=[CH:6][N:5]([C:8]3[CH:13]=[CH:12][CH:11]=[C:10]([C:14]([F:17])([F:16])[F:15])[CH:9]=3)[N:4]=2)=[N:20][N:21]=1. The yield is 0.460. (3) The reactants are [C:1]([O:7][CH2:8][C@@H:9]([C:24]([O:26][C:27]([CH3:30])([CH3:29])[CH3:28])=[O:25])[C@@H:10]([C:14]1[CH:19]=[CH:18][C:17]([C:20]([F:23])([F:22])[F:21])=[CH:16][CH:15]=1)/[CH:11]=C/C)(=[O:6])[C:2]([CH3:5])([CH3:4])[CH3:3].C(Cl)Cl.[BH4-].[Na+].C[OH:37]. No catalyst specified. The product is [C:1]([O:7][CH2:8][C@@H:9]([C:24]([O:26][C:27]([CH3:28])([CH3:30])[CH3:29])=[O:25])[C@@H:10]([C:14]1[CH:15]=[CH:16][C:17]([C:20]([F:22])([F:21])[F:23])=[CH:18][CH:19]=1)[CH2:11][OH:37])(=[O:6])[C:2]([CH3:4])([CH3:3])[CH3:5]. The yield is 1.00. (4) The reactants are [CH:1]1([CH:5]=O)[CH2:4][CH2:3][CH2:2]1.[NH2:7][C:8]1[CH:13]=[CH:12][CH:11]=[CH:10][CH:9]=1.P(O)(OC1C=CC=CC=1)(OC1C=CC=CC=1)=O.[CH:31](/[NH:34][C:35](=[O:44])[O:36][CH2:37][C:38]1[CH:43]=[CH:42][CH:41]=[CH:40][CH:39]=1)=[CH:32]\[CH3:33]. The catalyst is C(Cl)Cl. The product is [CH:1]1([C@H:5]2[C@H:32]([CH3:33])[C@@H:31]([NH:34][C:35](=[O:44])[O:36][CH2:37][C:38]3[CH:39]=[CH:40][CH:41]=[CH:42][CH:43]=3)[C:13]3[C:8](=[CH:9][CH:10]=[CH:11][CH:12]=3)[NH:7]2)[CH2:2][CH2:3][CH2:4]1. The yield is 0.690. (5) The reactants are [NH2:1][N:2]1[CH:6]=[C:5]([Cl:7])[CH:4]=[C:3]1[C:8]([NH2:10])=[O:9].N1C=CC=CC=1.Cl[C:18](=[O:24])[C:19]([O:21][CH2:22][CH3:23])=[O:20]. The catalyst is C1COCC1. The product is [C:8]([C:3]1[N:2]([NH:1][C:18](=[O:24])[C:19]([O:21][CH2:22][CH3:23])=[O:20])[CH:6]=[C:5]([Cl:7])[CH:4]=1)(=[O:9])[NH2:10]. The yield is 0.615.